From a dataset of NCI-60 drug combinations with 297,098 pairs across 59 cell lines. Regression. Given two drug SMILES strings and cell line genomic features, predict the synergy score measuring deviation from expected non-interaction effect. (1) Drug 1: C1=CC(=CC=C1CC(C(=O)O)N)N(CCCl)CCCl.Cl. Drug 2: C1CC(C1)(C(=O)O)C(=O)O.[NH2-].[NH2-].[Pt+2]. Cell line: OVCAR-8. Synergy scores: CSS=22.4, Synergy_ZIP=-8.84, Synergy_Bliss=-4.03, Synergy_Loewe=-5.97, Synergy_HSA=-3.33. (2) Drug 1: CCCCCOC(=O)NC1=NC(=O)N(C=C1F)C2C(C(C(O2)C)O)O. Drug 2: C1=NC(=NC(=O)N1C2C(C(C(O2)CO)O)O)N. Cell line: OVCAR3. Synergy scores: CSS=-6.34, Synergy_ZIP=-4.02, Synergy_Bliss=-12.6, Synergy_Loewe=-29.7, Synergy_HSA=-11.8.